From a dataset of Full USPTO retrosynthesis dataset with 1.9M reactions from patents (1976-2016). Predict the reactants needed to synthesize the given product. (1) Given the product [C:1]12([CH2:11][O:12][C:13]3[C:21]([Br:22])=[CH:20][C:16]([C:17]([O:19][C:27]([CH3:30])([CH3:29])[CH3:28])=[O:18])=[C:15]([F:23])[CH:14]=3)[CH2:8][CH:7]3[CH2:9][CH:3]([CH2:4][CH:5]([CH2:6]3)[CH2:10]1)[CH2:2]2, predict the reactants needed to synthesize it. The reactants are: [C:1]12([CH2:11][O:12][C:13]3[C:21]([Br:22])=[CH:20][C:16]([C:17]([OH:19])=[O:18])=[C:15]([F:23])[CH:14]=3)[CH2:10][CH:5]3[CH2:6][CH:7]([CH2:9][CH:3]([CH2:4]3)[CH2:2]1)[CH2:8]2.C(OC(O[C:27]([CH3:30])([CH3:29])[CH3:28])=O)(O[C:27]([CH3:30])([CH3:29])[CH3:28])=O. (2) The reactants are: C(O[C:6](=[O:13])[NH:7][C@@H:8]1[CH2:12][CH2:11][NH:10][CH2:9]1)(C)(C)C.Cl[C:15]1[CH:20]=[CH:19][CH:18]=[CH:17][N:16]=1. Given the product [NH2:7][CH2:8][CH2:9][NH:10][C:6]([NH:7][C@@H:8]1[CH2:12][CH2:11][N:10]([C:15]2[CH:20]=[CH:19][CH:18]=[CH:17][N:16]=2)[CH2:9]1)=[O:13], predict the reactants needed to synthesize it. (3) Given the product [NH2:1][C:2]1[CH:7]=[C:6]([N:27]2[CH2:28][CH2:29][N:24]([CH3:23])[CH2:25][CH2:26]2)[N:5]=[C:4]([C:9]2[CH:10]=[C:11]([CH:20]=[CH:21][CH:22]=2)[O:12][CH2:13][C:14]([NH:16][CH:17]([CH3:19])[CH3:18])=[O:15])[N:3]=1, predict the reactants needed to synthesize it. The reactants are: [NH2:1][C:2]1[CH:7]=[C:6](Cl)[N:5]=[C:4]([C:9]2[CH:10]=[C:11]([CH:20]=[CH:21][CH:22]=2)[O:12][CH2:13][C:14]([NH:16][CH:17]([CH3:19])[CH3:18])=[O:15])[N:3]=1.[CH3:23][N:24]1[CH2:29][CH2:28][NH:27][CH2:26][CH2:25]1. (4) Given the product [CH2:1]([N:3]([CH2:36][CH3:37])[CH2:4][CH2:5][CH2:6][NH:7][C:8]1[N:9]=[C:10]([C:27]2[CH:28]=[C:29]([CH:33]=[CH:34][CH:35]=2)[C:30]([NH:46][CH2:47][CH2:48][CH3:49])=[O:32])[C:11]2[CH:17]=[CH:16][C:15](=[O:18])[N:14]([C:19]3[C:20]([F:26])=[CH:21][CH:22]=[CH:23][C:24]=3[F:25])[C:12]=2[N:13]=1)[CH3:2], predict the reactants needed to synthesize it. The reactants are: [CH2:1]([N:3]([CH2:36][CH3:37])[CH2:4][CH2:5][CH2:6][NH:7][C:8]1[N:9]=[C:10]([C:27]2[CH:28]=[C:29]([CH:33]=[CH:34][CH:35]=2)[C:30]([OH:32])=O)[C:11]2[CH:17]=[CH:16][C:15](=[O:18])[N:14]([C:19]3[C:24]([F:25])=[CH:23][CH:22]=[CH:21][C:20]=3[F:26])[C:12]=2[N:13]=1)[CH3:2].CN(C(O[N:46]1N=N[C:48]2[CH:49]=CC=C[C:47]1=2)=[N+](C)C)C.F[P-](F)(F)(F)(F)F.C(N(CC)CC)C.C(N)CC.